From a dataset of Full USPTO retrosynthesis dataset with 1.9M reactions from patents (1976-2016). Predict the reactants needed to synthesize the given product. Given the product [CH3:36][O:35][C:33](=[O:34])[CH2:32][CH2:31][CH2:30][O:26][C:23]1[CH:24]=[CH:25][C:20]([CH:8]([C:5]2[CH:6]=[CH:7][C:2]([Cl:1])=[CH:3][C:4]=2[CH3:28])[CH2:9][C:10]([C:12]2[CH:13]=[CH:14][C:15](=[O:19])[N:16]([CH3:18])[CH:17]=2)=[O:11])=[CH:21][C:22]=1[F:27], predict the reactants needed to synthesize it. The reactants are: [Cl:1][C:2]1[CH:7]=[CH:6][C:5]([CH:8]([C:20]2[CH:25]=[CH:24][C:23]([OH:26])=[C:22]([F:27])[CH:21]=2)[CH2:9][C:10]([C:12]2[CH:13]=[CH:14][C:15](=[O:19])[N:16]([CH3:18])[CH:17]=2)=[O:11])=[C:4]([CH3:28])[CH:3]=1.Br[CH2:30][CH2:31][CH2:32][C:33]([O:35][CH3:36])=[O:34].C(=O)([O-])[O-].[Cs+].[Cs+].